From a dataset of Reaction yield outcomes from USPTO patents with 853,638 reactions. Predict the reaction yield, written as a fraction of the theoretical maximum amount of product (1.0 means a 100% yield; for example, 0.34 means a 34% yield). (1) The reactants are [F-].C([N+](CCCC)(CCCC)CCCC)CCC.[Si]([O:36][CH2:37][C:38]#[C:39][CH2:40][N:41]1[C:45](=[O:46])[C:44]([CH3:57])([C:47]2[CH:52]=[CH:51][C:50]([O:53][CH:54]([CH3:56])[CH3:55])=[CH:49][CH:48]=2)[NH:43][C:42]1=[O:58])(C(C)(C)C)(C1C=CC=CC=1)C1C=CC=CC=1.Cl. The catalyst is O1CCCC1. The product is [OH:36][CH2:37][C:38]#[C:39][CH2:40][N:41]1[C:45](=[O:46])[C:44]([CH3:57])([C:47]2[CH:52]=[CH:51][C:50]([O:53][CH:54]([CH3:55])[CH3:56])=[CH:49][CH:48]=2)[NH:43][C:42]1=[O:58]. The yield is 0.900. (2) The reactants are [C:1]1([C:7]2[O:8][C:9]([C:18]([OH:20])=O)=[C:10]([C:12]3[CH:17]=[CH:16][CH:15]=[CH:14][CH:13]=3)[N:11]=2)[CH:6]=[CH:5][CH:4]=[CH:3][CH:2]=1.C(N1C=CN=C1)(N1C=CN=C1)=O.C(N(CC)CC)C.Cl.[CH3:41][NH:42][O:43][CH3:44]. The catalyst is C1COCC1. The product is [CH3:44][O:43][N:42]([CH3:41])[C:18]([C:9]1[O:8][C:7]([C:1]2[CH:2]=[CH:3][CH:4]=[CH:5][CH:6]=2)=[N:11][C:10]=1[C:12]1[CH:13]=[CH:14][CH:15]=[CH:16][CH:17]=1)=[O:20]. The yield is 0.750. (3) The product is [F:5][C:6]1[CH:11]=[CH:10][N:9]=[C:8]([O:12][CH2:13][C:14]2[CH:15]=[CH:16][C:17]([CH2:20][CH2:21][N+:22]([O-:24])=[O:23])=[CH:18][CH:19]=2)[CH:7]=1. The catalyst is CS(C)=O. The reactants are C(O)(=O)C.[F:5][C:6]1[CH:11]=[CH:10][N:9]=[C:8]([O:12][CH2:13][C:14]2[CH:19]=[CH:18][C:17](/[CH:20]=[CH:21]/[N+:22]([O-:24])=[O:23])=[CH:16][CH:15]=2)[CH:7]=1.[BH4-].[Na+]. The yield is 0.550. (4) The reactants are [Br:1][C:2]1[CH:7]=[CH:6][C:5]([S:8](Cl)(=[O:10])=[O:9])=[C:4]([C:12]([F:15])([F:14])[F:13])[CH:3]=1.[CH:16]1([NH2:19])[CH2:18][CH2:17]1. The catalyst is ClCCl. The product is [Br:1][C:2]1[CH:7]=[CH:6][C:5]([S:8]([NH:19][CH:16]2[CH2:18][CH2:17]2)(=[O:10])=[O:9])=[C:4]([C:12]([F:15])([F:14])[F:13])[CH:3]=1. The yield is 0.960. (5) The catalyst is ClCCl. The yield is 0.860. The reactants are [NH2:1][C:2]1[N:7]=[CH:6][N:5]=[C:4]2[N:8]([C@@H:25]3[CH2:30][CH2:29][CH2:28][N:27](C(OC(C)(C)C)=O)[CH2:26]3)[N:9]=[C:10]([C:11]3[CH:16]=[CH:15][C:14]([O:17][C:18]4[CH:23]=[CH:22][CH:21]=[C:20]([F:24])[CH:19]=4)=[CH:13][CH:12]=3)[C:3]=12.FC(F)(F)C(O)=O. The product is [F:24][C:20]1[CH:19]=[C:18]([CH:23]=[CH:22][CH:21]=1)[O:17][C:14]1[CH:15]=[CH:16][C:11]([C:10]2[C:3]3[C:4](=[N:5][CH:6]=[N:7][C:2]=3[NH2:1])[N:8]([C@@H:25]3[CH2:30][CH2:29][CH2:28][NH:27][CH2:26]3)[N:9]=2)=[CH:12][CH:13]=1. (6) The reactants are [F:1][C:2]([F:16])([F:15])[O:3][C:4]1[CH:12]=[C:11]([CH:13]=[CH2:14])[CH:10]=[CH:9][C:5]=1[C:6]([OH:8])=[O:7].Br[CH:18]([C:23]1[CH:28]=[C:27]([Cl:29])[C:26]([F:30])=[C:25]([Cl:31])[CH:24]=1)[C:19]([F:22])([F:21])[F:20].N1C=CC=CC=1C1C=CC=CN=1. The catalyst is CN1CCCC1.O.[Cu]Cl. The product is [Cl:29][C:27]1[CH:28]=[C:23]([CH:18]([C:19]([F:22])([F:21])[F:20])/[CH:14]=[CH:13]/[C:11]2[CH:10]=[CH:9][C:5]([C:6]([OH:8])=[O:7])=[C:4]([O:3][C:2]([F:15])([F:16])[F:1])[CH:12]=2)[CH:24]=[C:25]([Cl:31])[C:26]=1[F:30]. The yield is 0.210.